This data is from Full USPTO retrosynthesis dataset with 1.9M reactions from patents (1976-2016). The task is: Predict the reactants needed to synthesize the given product. Given the product [ClH:42].[ClH:42].[NH:1]1[C:9]2[C:4](=[CH:5][CH:6]=[CH:7][CH:8]=2)[C:3](/[CH:10]=[C:11]2\[O:12][C:13]3[C:20]([CH2:21][N:22]4[CH2:27][CH2:26][NH:25][CH2:24][CH2:23]4)=[C:19]([OH:35])[C:18]([C:36]4[CH:41]=[CH:40][CH:39]=[CH:38][CH:37]=4)=[CH:17][C:14]=3[C:15]\2=[O:16])=[CH:2]1, predict the reactants needed to synthesize it. The reactants are: [NH:1]1[C:9]2[C:4](=[CH:5][CH:6]=[CH:7][CH:8]=2)[C:3](/[CH:10]=[C:11]2\[O:12][C:13]3[C:20]([CH2:21][N:22]4[CH2:27][CH2:26][N:25](C(OC(C)(C)C)=O)[CH2:24][CH2:23]4)=[C:19]([OH:35])[C:18]([C:36]4[CH:41]=[CH:40][CH:39]=[CH:38][CH:37]=4)=[CH:17][C:14]=3[C:15]\2=[O:16])=[CH:2]1.[ClH:42].